Dataset: Reaction yield outcomes from USPTO patents with 853,638 reactions. Task: Predict the reaction yield, written as a fraction of the theoretical maximum amount of product (1.0 means a 100% yield; for example, 0.34 means a 34% yield). (1) The reactants are [CH:1]1([C:7]2[O:8][C:9]([C:23]3[CH:28]=[CH:27][C:26]([C:29]([F:32])([F:31])[F:30])=[CH:25][CH:24]=3)=[CH:10][C:11]=2[CH2:12][O:13][C:14]2[CH:22]=[CH:21][C:17]([C:18](O)=[O:19])=[CH:16][CH:15]=2)[CH2:6][CH2:5][CH2:4][CH2:3][CH2:2]1.[CH3:33][NH:34][CH2:35][CH2:36][C:37]([O:39]CC)=[O:38]. No catalyst specified. The product is [CH:1]1([C:7]2[O:8][C:9]([C:23]3[CH:28]=[CH:27][C:26]([C:29]([F:32])([F:30])[F:31])=[CH:25][CH:24]=3)=[CH:10][C:11]=2[CH2:12][O:13][C:14]2[CH:22]=[CH:21][C:17]([C:18]([N:34]([CH3:33])[CH2:35][CH2:36][C:37]([OH:39])=[O:38])=[O:19])=[CH:16][CH:15]=2)[CH2:6][CH2:5][CH2:4][CH2:3][CH2:2]1. The yield is 0.950. (2) The reactants are [CH3:1][C:2]([CH3:62])([CH3:61])[C@H:3]([N:45]1[CH2:49][CH2:48][N:47]([CH2:50][C:51]2[CH:56]=[CH:55][CH:54]=[CH:53][C:52]=2[N+:57]([O-])=O)[C:46]1=[O:60])[C:4]([NH:6][C@@H:7]([CH2:38][C:39]1[CH:44]=[CH:43][CH:42]=[CH:41][CH:40]=1)[C@@H:8]([OH:37])[CH2:9][C@@H:10]([NH:24][C:25]([C@@H:27]([NH:32][C:33](=[O:36])[O:34][CH3:35])[C:28]([CH3:31])([CH3:30])[CH3:29])=[O:26])[CH2:11][C:12]1[CH:17]=[CH:16][C:15]([C:18]2[CH:23]=[CH:22][CH:21]=[CH:20][N:19]=2)=[CH:14][CH:13]=1)=[O:5]. The catalyst is C(O)C.[Pd]. The product is [NH2:57][C:52]1[CH:53]=[CH:54][CH:55]=[CH:56][C:51]=1[CH2:50][N:47]1[CH2:48][CH2:49][N:45]([C@@H:3]([C:2]([CH3:1])([CH3:61])[CH3:62])[C:4]([NH:6][C@@H:7]([CH2:38][C:39]2[CH:44]=[CH:43][CH:42]=[CH:41][CH:40]=2)[C@@H:8]([OH:37])[CH2:9][C@@H:10]([NH:24][C:25]([C@@H:27]([NH:32][C:33](=[O:36])[O:34][CH3:35])[C:28]([CH3:30])([CH3:29])[CH3:31])=[O:26])[CH2:11][C:12]2[CH:13]=[CH:14][C:15]([C:18]3[CH:23]=[CH:22][CH:21]=[CH:20][N:19]=3)=[CH:16][CH:17]=2)=[O:5])[C:46]1=[O:60]. The yield is 0.550. (3) The reactants are [CH2:1]([N:8]1[CH:12]=[C:11]([C:13]([C:15]2[C:16](F)=[N:17][CH:18]=[CH:19][CH:20]=2)=[O:14])[N:10]=[CH:9]1)[C:2]1[CH:7]=[CH:6][CH:5]=[CH:4][CH:3]=1.[OH-].[NH4+:23]. No catalyst specified. The product is [NH2:23][C:16]1[C:15]([C:13]([C:11]2[N:10]=[CH:9][N:8]([CH2:1][C:2]3[CH:7]=[CH:6][CH:5]=[CH:4][CH:3]=3)[CH:12]=2)=[O:14])=[CH:20][CH:19]=[CH:18][N:17]=1. The yield is 0.300. (4) The reactants are [CH3:1][CH:2]1[CH2:6][CH2:5][CH2:4][NH:3]1.Cl[CH2:8][CH2:9][C:10]1[N:11]=[N:12][C:13]2[C:18]([CH:19]=1)=[CH:17][CH:16]=[C:15]([C:20]1[CH:27]=[CH:26][C:23]([C:24]#[N:25])=[CH:22][CH:21]=1)[CH:14]=2. No catalyst specified. The product is [CH3:1][CH:2]1[CH2:6][CH2:5][CH2:4][N:3]1[CH2:8][CH2:9][C:10]1[N:11]=[N:12][C:13]2[C:18]([CH:19]=1)=[CH:17][CH:16]=[C:15]([C:20]1[CH:27]=[CH:26][C:23]([C:24]#[N:25])=[CH:22][CH:21]=1)[CH:14]=2. The yield is 0.430. (5) The reactants are [Li]CCCC.C(N[CH:10]([CH3:12])[CH3:11])(C)C.CN1CCCN(C)C1=O.[CH3:22][O:23][C:24]([CH:26]1[CH2:35][CH:34]([C:36]([O:38][CH3:39])=[O:37])[CH2:33][C:28]2([O:32][CH2:31][CH2:30][O:29]2)[CH2:27]1)=[O:25].C(Br)C=C. The catalyst is C1COCC1.CCCCCC. The product is [CH3:39][O:38][C:36]([C:34]1([CH2:12][CH:10]=[CH2:11])[CH2:35][CH:26]([C:24]([O:23][CH3:22])=[O:25])[CH2:27][C:28]2([O:29][CH2:30][CH2:31][O:32]2)[CH2:33]1)=[O:37]. The yield is 0.650. (6) The reactants are [Si:1]([O:8][CH2:9][C:10]1[CH:11]=[C:12]([CH:24]=[C:25]([CH2:27][O:28][Si:29]([C:32]([CH3:35])([CH3:34])[CH3:33])([CH3:31])[CH3:30])[CH:26]=1)[NH:13][CH2:14][CH2:15][O:16][CH2:17][CH2:18][O:19][CH2:20][CH2:21][O:22][CH3:23])([C:4]([CH3:7])([CH3:6])[CH3:5])([CH3:3])[CH3:2].[CH3:36][S:37][S:38][C:39]([CH3:43])([CH3:42])[CH:40]=O.C(O[BH-](OC(=O)C)OC(=O)C)(=O)C.[Na+].S([O-])([O-])(=O)=O.[Mg+2]. The catalyst is ClCCCl.[Cl-].[Zn+2].[Cl-]. The product is [Si:1]([O:8][CH2:9][C:10]1[CH:11]=[C:12]([CH:24]=[C:25]([CH2:27][O:28][Si:29]([C:32]([CH3:35])([CH3:34])[CH3:33])([CH3:30])[CH3:31])[CH:26]=1)[N:13]([CH2:14][CH2:15][O:16][CH2:17][CH2:18][O:19][CH2:20][CH2:21][O:22][CH3:23])[CH2:40][C:39]([CH3:43])([S:38][S:37][CH3:36])[CH3:42])([C:4]([CH3:5])([CH3:7])[CH3:6])([CH3:3])[CH3:2]. The yield is 0.400. (7) The reactants are C1(C2C3C(=CC=CC=3)C=CC=2)C2C(=CC=CC=2)C=CC=1P1C(C)(C)CC2(OCCO2)CC1(C)C.C(N(CC)CC)C.Br[C:43]1[CH:48]=[CH:47][CH:46]=[CH:45][CH:44]=1.[CH2:49]([O:51][P:52]([O-:56])[O:53][CH2:54][CH3:55])[CH3:50]. The catalyst is C([O-])(=O)C.[Pd+2].C([O-])(=O)C.C(O)C. The product is [C:43]1([P:52](=[O:56])([O:53][CH2:54][CH3:55])[O:51][CH2:49][CH3:50])[CH:48]=[CH:47][CH:46]=[CH:45][CH:44]=1. The yield is 0.590. (8) The reactants are [OH:1][C:2]1[CH:3]=[C:4]2[C:9](=[CH:10][C:11]=1[CH3:12])[O:8][C:7]1([CH2:21][C:20]([CH3:23])([CH3:22])[C:19]3[C:14](=[CH:15][C:16]([CH3:25])=[C:17]([OH:24])[CH:18]=3)[O:13]1)[CH2:6][C:5]2([CH3:27])[CH3:26].C(=O)([O-])[O-].[K+].[K+].[CH2:34](Br)[CH:35]=[CH2:36].O. The catalyst is CN(C=O)C. The product is [CH2:36]([O:24][C:17]1[CH:18]=[C:19]2[C:14](=[CH:15][C:16]=1[CH3:25])[O:13][C:7]1([CH2:6][C:5]([CH3:27])([CH3:26])[C:4]3[C:9](=[CH:10][C:11]([CH3:12])=[C:2]([OH:1])[CH:3]=3)[O:8]1)[CH2:21][C:20]2([CH3:22])[CH3:23])[CH:35]=[CH2:34]. The yield is 0.360. (9) The reactants are Cl.[N:2]1[N:3]=[C:4]([C:7]2[CH:12]=[CH:11][C:10]([C:13]3[N:18]=[C:17]4[N:19]([CH2:23][CH2:24][N:25]5[CH2:30][CH2:29][CH2:28][CH2:27][CH2:26]5)[C:20](=[O:22])[NH:21][C:16]4=[N:15][CH:14]=3)=[CH:9][CH:8]=2)[NH:5][CH:6]=1.Cl.O=C1NC2=NC=C(C3C=CC(C(=N)OCC)=CC=3)N=C2N1CCN1CCCCC1.C(NN)=O.C(N(CC)CC)C.Cl. The catalyst is CO.CCOCC. The product is [N:2]1[N:3]=[C:4]([C:7]2[CH:8]=[CH:9][C:10]([C:13]3[N:18]=[C:17]4[N:19]([CH2:23][CH2:24][N:25]5[CH2:26][CH2:27][CH2:28][CH2:29][CH2:30]5)[C:20](=[O:22])[NH:21][C:16]4=[N:15][CH:14]=3)=[CH:11][CH:12]=2)[NH:5][CH:6]=1. The yield is 0.0810. (10) The reactants are [NH3:1].Cl[C:3]1[C:4]2[N:5]([C:9]([CH:18]3[CH2:21][CH2:20][CH2:19]3)=[N:10][C:11]=2[C:12]2[CH:17]=[CH:16][CH:15]=[CH:14][CH:13]=2)[CH:6]=[CH:7][N:8]=1. The catalyst is N.CC(O)C. The product is [CH:18]1([C:9]2[N:5]3[CH:6]=[CH:7][N:8]=[C:3]([NH2:1])[C:4]3=[C:11]([C:12]3[CH:17]=[CH:16][CH:15]=[CH:14][CH:13]=3)[N:10]=2)[CH2:21][CH2:20][CH2:19]1. The yield is 0.700.